Dataset: CYP2C19 inhibition data for predicting drug metabolism from PubChem BioAssay. Task: Regression/Classification. Given a drug SMILES string, predict its absorption, distribution, metabolism, or excretion properties. Task type varies by dataset: regression for continuous measurements (e.g., permeability, clearance, half-life) or binary classification for categorical outcomes (e.g., BBB penetration, CYP inhibition). Dataset: cyp2c19_veith. (1) The molecule is O=c1c(-c2cccc(Cl)c2)nc2cncnc2n1-c1ccccc1. The result is 1 (inhibitor). (2) The molecule is Cc1cnc(CNc2ccnc(-c3c(C)noc3C)n2)cn1. The result is 0 (non-inhibitor). (3) The compound is Cc1nc(SC(C(=O)c2ccccc2)c2ccccc2)n[nH]1. The result is 1 (inhibitor). (4) The drug is N#C/C(=C\NC(=S)c1ccncc1)c1nc2ccccc2s1. The result is 0 (non-inhibitor). (5) The molecule is CCOc1c2ccc(C(=O)NCc3ccc(C)cc3)cc2nn1CC. The result is 1 (inhibitor). (6) The drug is O=C(CSc1ccc(Cl)cc1)N1CCN(c2ccc(Cl)cc2[N+](=O)[O-])CC1. The result is 1 (inhibitor). (7) The compound is CCN1C[C@@]2(COC)CC[C@H](O)[C@@]34[C@H]5C[C@@H]6[C@H](OC(C)=O)[C@H]5[C@@](O)(C[C@H]6OC)[C@@H](C[C@@H]32)[C@@H]14. The result is 0 (non-inhibitor). (8) The compound is CCOC(=S)NC(=O)c1sc2ccccc2c1Cl. The result is 1 (inhibitor). (9) The result is 1 (inhibitor). The drug is COc1ccccc1CNc1ccnc(-c2ccccc2Cl)n1. (10) The result is 0 (non-inhibitor). The drug is O=C(Nc1cccc(F)c1)N1CC2(CCN(C(=O)c3cnccn3)CC2)C1.